From a dataset of Full USPTO retrosynthesis dataset with 1.9M reactions from patents (1976-2016). Predict the reactants needed to synthesize the given product. (1) Given the product [CH2:1]([S:8]([NH:11][C@@H:12]([C:17]([NH:19][C@H:20]([C:25]([NH:27][CH2:28][C:29]1[CH:34]=[CH:33][C:32]([C:35]([NH:39][NH2:40])=[NH:38])=[CH:31][CH:30]=1)=[O:26])[CH2:21][CH2:22][S:23][CH3:24])=[O:18])[C@@H:13]([CH2:15][CH3:16])[CH3:14])(=[O:9])=[O:10])[C:2]1[CH:3]=[CH:4][CH:5]=[CH:6][CH:7]=1, predict the reactants needed to synthesize it. The reactants are: [CH2:1]([S:8]([NH:11][C@@H:12]([C:17]([NH:19][C@H:20]([C:25]([NH:27][CH2:28][C:29]1[CH:34]=[CH:33][C:32]([C:35](=[NH:38])SC)=[CH:31][CH:30]=1)=[O:26])[CH2:21][CH2:22][S:23][CH3:24])=[O:18])[C@@H:13]([CH2:15][CH3:16])[CH3:14])(=[O:10])=[O:9])[C:2]1[CH:7]=[CH:6][CH:5]=[CH:4][CH:3]=1.[NH2:39][NH2:40]. (2) Given the product [F:15][C:16]1([F:22])[CH2:21][CH2:20][N:19]([C:6]2[CH:7]=[N:8][N:9]3[CH2:14][CH2:13][NH:12][CH2:11][C:10]=23)[CH2:18][CH2:17]1, predict the reactants needed to synthesize it. The reactants are: N1([C:6]2[CH:7]=[N:8][N:9]3[CH2:14][CH2:13][NH:12][CH2:11][C:10]=23)CCCC1.[F:15][C:16]1([F:22])[CH2:21][CH2:20][NH:19][CH2:18][CH2:17]1. (3) Given the product [OH:9][NH:8][C:10]([C:12]1[N:17]=[CH:16][N:15]=[C:14]([O:18][C:19]2[CH:20]=[CH:21][C:22]([NH:25][C:26](=[O:32])[O:27][C:28]([CH3:30])([CH3:29])[CH3:31])=[CH:23][CH:24]=2)[CH:13]=1)=[NH:11], predict the reactants needed to synthesize it. The reactants are: C([O-])([O-])=O.[Na+].[Na+].Cl.[NH2:8][OH:9].[C:10]([C:12]1[N:17]=[CH:16][N:15]=[C:14]([O:18][C:19]2[CH:24]=[CH:23][C:22]([NH:25][C:26](=[O:32])[O:27][C:28]([CH3:31])([CH3:30])[CH3:29])=[CH:21][CH:20]=2)[CH:13]=1)#[N:11]. (4) The reactants are: C([N:5]1[C:9]2=[N:10][CH:11]=[N:12][C:13]([NH2:14])=[C:8]2[C:7]([C:15]2[CH:20]=[CH:19][C:18]([CH3:21])=[CH:17][CH:16]=2)=[N:6]1)(C)(C)C. Given the product [C:18]1([CH3:21])[CH:17]=[CH:16][C:15]([C:7]2[C:8]3[C:9](=[N:10][CH:11]=[N:12][C:13]=3[NH2:14])[NH:5][N:6]=2)=[CH:20][CH:19]=1, predict the reactants needed to synthesize it.